From a dataset of Forward reaction prediction with 1.9M reactions from USPTO patents (1976-2016). Predict the product of the given reaction. (1) Given the reactants [NH2:1][C:2]1[CH:10]=[N:9][CH:8]=[CH:7][C:3]=1[C:4]([OH:6])=[O:5].S(=O)(=O)(O)O.[CH2:16](O)[CH3:17], predict the reaction product. The product is: [NH2:1][C:2]1[CH:10]=[N:9][CH:8]=[CH:7][C:3]=1[C:4]([O:6][CH2:16][CH3:17])=[O:5]. (2) Given the reactants [F:1][C:2]1[CH:7]=[CH:6][C:5]([N:8]2[C:16]3[C:11](=[CH:12][C:13]([O:17][C@@H:18]([C:22]4[CH:27]=[CH:26][CH:25]=[CH:24][CH:23]=4)[C@H:19]([NH2:21])[CH3:20])=[CH:14][CH:15]=3)[CH:10]=[N:9]2)=[CH:4][CH:3]=1.[F:28][C:29]([F:40])([F:39])[C:30](O[C:30](=[O:31])[C:29]([F:40])([F:39])[F:28])=[O:31], predict the reaction product. The product is: [F:28][C:29]([F:40])([F:39])[C:30]([NH:21][C@@H:19]([CH3:20])[C@H:18]([O:17][C:13]1[CH:12]=[C:11]2[C:16](=[CH:15][CH:14]=1)[N:8]([C:5]1[CH:4]=[CH:3][C:2]([F:1])=[CH:7][CH:6]=1)[N:9]=[CH:10]2)[C:22]1[CH:23]=[CH:24][CH:25]=[CH:26][CH:27]=1)=[O:31]. (3) Given the reactants [CH3:1][C:2]1[N:7]=[C:6]([O:8][CH2:9][C:10]2[CH:19]=[CH:18][C:13]([C:14]([O:16]C)=[O:15])=[CH:12][CH:11]=2)[CH:5]=[CH:4][CH:3]=1.[Li+].[OH-], predict the reaction product. The product is: [CH3:1][C:2]1[N:7]=[C:6]([O:8][CH2:9][C:10]2[CH:19]=[CH:18][C:13]([C:14]([OH:16])=[O:15])=[CH:12][CH:11]=2)[CH:5]=[CH:4][CH:3]=1. (4) Given the reactants F[C:2]1[CH:9]=[C:8]([N:10]2[C:22]3[CH:21]=[CH:20][CH:19]=[C:18]([C:23]4[CH:24]=[N:25][C:26]5[C:31]([CH:32]=4)=[CH:30][CH:29]=[CH:28][CH:27]=5)[C:17]=3[C:16]3[C:11]2=[CH:12][CH:13]=[CH:14][CH:15]=3)[CH:7]=[CH:6][C:3]=1[C:4]#[N:5].C(=O)([O-])[O-:34].[K+].[K+].[NH2:39][CH2:40][C:41]1([OH:44])[CH2:43][CH2:42]1.[OH-].[Na+].OO, predict the reaction product. The product is: [N:25]1[C:26]2[C:31](=[CH:30][CH:29]=[CH:28][CH:27]=2)[CH:32]=[C:23]([C:18]2[C:17]3[C:16]4[C:11](=[CH:12][CH:13]=[CH:14][CH:15]=4)[N:10]([C:8]4[CH:7]=[CH:6][C:3]([C:4]([NH2:5])=[O:34])=[C:2]([NH:39][CH2:40][C:41]5([OH:44])[CH2:43][CH2:42]5)[CH:9]=4)[C:22]=3[CH:21]=[CH:20][CH:19]=2)[CH:24]=1. (5) Given the reactants [F:1][C:2]1[CH:28]=[CH:27][C:5]([O:6][C:7]2[CH:12]=[CH:11][C:10]([NH:13][C:14]3[C:23]4[C:18](=[CH:19][C:20]([O:25][CH3:26])=[C:21]([NH2:24])[CH:22]=4)[N:17]=[CH:16][N:15]=3)=[CH:9][CH:8]=2)=[CH:4][CH:3]=1.[CH2:29]([O:31][P:32]([CH2:37][C:38](O)=[O:39])([O:34][CH2:35][CH3:36])=[O:33])[CH3:30].CCN=C=NCCCN(C)C.Cl.CCN(C(C)C)C(C)C, predict the reaction product. The product is: [F:1][C:2]1[CH:28]=[CH:27][C:5]([O:6][C:7]2[CH:8]=[CH:9][C:10]([NH:13][C:14]3[C:23]4[C:18](=[CH:19][C:20]([O:25][CH3:26])=[C:21]([NH:24][C:38](=[O:39])[CH2:37][P:32](=[O:33])([O:34][CH2:35][CH3:36])[O:31][CH2:29][CH3:30])[CH:22]=4)[N:17]=[CH:16][N:15]=3)=[CH:11][CH:12]=2)=[CH:4][CH:3]=1. (6) Given the reactants [CH2:1]([O:8][C:9]1[C:10]([NH:18][C:19]([O:21][C:22]([CH3:25])([CH3:24])[CH3:23])=[O:20])=NC=C(C=1)C(O)=O)[C:2]1[CH:7]=[CH:6][CH:5]=[CH:4][CH:3]=1.Cl.[F:27][C:28]1[CH:29]=[C:30]([C@@H:39]([C:41]2[C:46]([F:47])=[CH:45][CH:44]=[CH:43][N:42]=2)[NH2:40])[CH:31]=[CH:32][C:33]=1[O:34][C:35]([F:38])([F:37])[F:36].CN(C(ON1N=NC2[CH:59]=[CH:60][CH:61]=[N:62]C1=2)=[N+](C)C)C.F[P-](F)(F)(F)(F)F.CCN(C(C)C)C(C)C.CN([CH:84]=[O:85])C, predict the reaction product. The product is: [CH2:1]([O:8][C:9]1[C:10]([NH:18][C:19](=[O:20])[O:21][C:22]([CH3:23])([CH3:24])[CH3:25])=[CH:59][C:60]([C:84](=[O:85])[NH:40][C@@H:39]([C:30]2[CH:31]=[CH:32][C:33]([O:34][C:35]([F:38])([F:37])[F:36])=[C:28]([F:27])[CH:29]=2)[C:41]2[C:46]([F:47])=[CH:45][CH:44]=[CH:43][N:42]=2)=[CH:61][N:62]=1)[C:2]1[CH:3]=[CH:4][CH:5]=[CH:6][CH:7]=1. (7) Given the reactants FC(F)(F)C(O)=O.[O:8]=[C:9]1[C:17]2[C:12](=[CH:13][CH:14]=[CH:15][CH:16]=2)[C:11](=[O:18])[N:10]1[CH2:19][CH2:20][CH:21]([CH:29]([O:39]CC1C=CC(OC)=CC=1)[CH2:30][CH2:31][C:32]1[CH:37]=[CH:36][C:35]([I:38])=[CH:34][CH:33]=1)[C:22]([O:24]C(C)(C)C)=[O:23], predict the reaction product. The product is: [O:8]=[C:9]1[C:17]2[C:12](=[CH:13][CH:14]=[CH:15][CH:16]=2)[C:11](=[O:18])[N:10]1[CH2:19][CH2:20][CH:21]([CH:29]([OH:39])[CH2:30][CH2:31][C:32]1[CH:37]=[CH:36][C:35]([I:38])=[CH:34][CH:33]=1)[C:22]([OH:24])=[O:23]. (8) The product is: [Cl:1][C:2]1[CH:3]=[CH:4][C:5]([N:21]2[CH2:22][CH2:23][N:18]([CH3:17])[CH2:19][CH2:20]2)=[C:6]([CH:9]=1)[C:7]#[N:8]. Given the reactants [Cl:1][C:2]1[CH:3]=[CH:4][C:5](F)=[C:6]([CH:9]=1)[C:7]#[N:8].C([O-])([O-])=O.[K+].[K+].[CH3:17][N:18]1[CH2:23][CH2:22][NH:21][CH2:20][CH2:19]1, predict the reaction product. (9) Given the reactants C([O:3][C:4]([C:6]1([NH:15][C:16](=[O:35])[C:17]2[CH:22]=[CH:21][C:20]([O:23][CH3:24])=[C:19]([O:25][CH2:26][CH2:27][C:28]3[CH:29]=[C:30]([CH3:34])[CH:31]=[CH:32][CH:33]=3)[CH:18]=2)[CH2:14][C:13]2[N:12]=[CH:11][CH:10]=[CH:9][C:8]=2[CH2:7]1)=[O:5])C.[OH-].[Li+], predict the reaction product. The product is: [CH3:24][O:23][C:20]1[CH:21]=[CH:22][C:17]([C:16]([NH:15][C:6]2([C:4]([OH:5])=[O:3])[CH2:14][C:13]3[N:12]=[CH:11][CH:10]=[CH:9][C:8]=3[CH2:7]2)=[O:35])=[CH:18][C:19]=1[O:25][CH2:26][CH2:27][C:28]1[CH:29]=[C:30]([CH3:34])[CH:31]=[CH:32][CH:33]=1. (10) Given the reactants [CH3:1][N:2]([CH:10]1[CH2:15][CH2:14][N:13]([CH3:16])[CH2:12][CH2:11]1)[C:3]1[CH:8]=[CH:7][CH:6]=[C:5]([NH2:9])[N:4]=1.[Cl:17][C:18]1[CH:26]=[CH:25][CH:24]=[CH:23][C:19]=1[C:20](Cl)=[O:21], predict the reaction product. The product is: [ClH:17].[Cl:17][C:18]1[CH:26]=[CH:25][CH:24]=[CH:23][C:19]=1[C:20]([NH:9][C:5]1[CH:6]=[CH:7][CH:8]=[C:3]([N:2]([CH3:1])[CH:10]2[CH2:15][CH2:14][N:13]([CH3:16])[CH2:12][CH2:11]2)[N:4]=1)=[O:21].